From a dataset of Full USPTO retrosynthesis dataset with 1.9M reactions from patents (1976-2016). Predict the reactants needed to synthesize the given product. (1) Given the product [C:44]([O:27][C@:14]([C@@H:10]1[O:11][CH2:12][CH2:13][NH:8][CH2:9]1)([C:28]1[CH:33]=[CH:32][CH:31]=[CH:30][CH:29]=1)[CH2:15][C:16]1[CH:21]=[CH:20][CH:19]=[CH:18][C:17]=1[S:22][C:23]([F:25])([F:26])[F:24])(=[O:45])[CH3:43], predict the reactants needed to synthesize it. The reactants are: C([N:8]1[CH2:13][CH2:12][O:11][CH:10]([C:14]([C:28]2[CH:33]=[CH:32][CH:31]=[CH:30][CH:29]=2)([OH:27])[CH2:15][C:16]2[CH:21]=[CH:20][CH:19]=[CH:18][C:17]=2[S:22][C:23]([F:26])([F:25])[F:24])[CH2:9]1)C1C=CC=CC=1.CCN(C(C)C)C(C)C.[CH3:43][CH:44](Cl)[O:45]C(Cl)=O. (2) Given the product [CH2:15]([N:6]1[C:2]([Br:1])=[C:3]([N+:7]([O-:9])=[O:8])[N:4]=[CH:5]1)[C:16]1[CH:21]=[CH:20][CH:19]=[CH:18][CH:17]=1, predict the reactants needed to synthesize it. The reactants are: [Br:1][C:2]1[NH:6][CH:5]=[N:4][C:3]=1[N+:7]([O-:9])=[O:8].C(=O)(O)[O-].[Na+].[CH2:15](Br)[C:16]1[CH:21]=[CH:20][CH:19]=[CH:18][CH:17]=1. (3) Given the product [CH2:1]([O:8][C:9]1[C:10]([Cl:28])=[CH:11][C:12]([C:16]([N:18]2[C:23]3[CH:24]=[CH:25][CH:26]=[CH:27][C:22]=3[S:21](=[O:37])[CH2:20][CH2:19]2)=[O:17])=[CH:13][C:14]=1[Cl:15])[C:2]1[CH:3]=[CH:4][CH:5]=[CH:6][CH:7]=1, predict the reactants needed to synthesize it. The reactants are: [CH2:1]([O:8][C:9]1[C:14]([Cl:15])=[CH:13][C:12]([C:16]([N:18]2[C:23]3[CH:24]=[CH:25][CH:26]=[CH:27][C:22]=3[S:21][CH2:20][CH2:19]2)=[O:17])=[CH:11][C:10]=1[Cl:28])[C:2]1[CH:7]=[CH:6][CH:5]=[CH:4][CH:3]=1.ClC1C=CC=C(C(OO)=[O:37])C=1.C(=O)([O-])O.[Na+]. (4) Given the product [Cl:19][C:20]1[CH:21]=[C:22]([C:27]2[CH:28]=[CH:29][C:30]([C:6]([N:8]3[CH2:12][C:11](=[N:13][O:14][CH3:15])[CH2:10][C@H:9]3[C:16]([NH:36][CH2:37][CH:38]([OH:39])[C:40]3[CH:45]=[CH:44][C:43]([OH:46])=[CH:42][CH:41]=3)=[O:18])=[O:7])=[CH:31][CH:32]=2)[CH:23]=[CH:24][C:25]=1[Cl:26], predict the reactants needed to synthesize it. The reactants are: C(O[C:6]([N:8]1[CH2:12][C:11](=[N:13][O:14][CH3:15])[CH2:10][C@H:9]1[C:16]([OH:18])=O)=[O:7])(C)(C)C.[Cl:19][C:20]1[CH:21]=[C:22]([C:27]2[CH:32]=[CH:31][C:30](C(O)=O)=[CH:29][CH:28]=2)[CH:23]=[CH:24][C:25]=1[Cl:26].[NH2:36][CH2:37][CH:38]([C:40]1[CH:45]=[CH:44][C:43]([OH:46])=[CH:42][CH:41]=1)[OH:39]. (5) The reactants are: [C:1]1([C:3](=[CH:5][CH:6]=[CH:7][CH:8]=1)[OH:4])[OH:2].C(=O)([O-])[O-].[K+].[K+].Cl[CH2:16][C:17]([CH2:19]Cl)=[CH2:18]. Given the product [CH2:16]=[C:17]1[CH2:19][O:4][C:3]2[CH:5]=[CH:6][CH:7]=[CH:8][C:1]=2[O:2][CH2:18]1, predict the reactants needed to synthesize it. (6) Given the product [Cl:8][C:6]1[CH:7]=[C:2]([N:13]2[CH2:14][CH2:15][O:16][CH2:17][C@H:12]2[CH3:11])[N:3]=[C:4]([NH2:9])[N:5]=1, predict the reactants needed to synthesize it. The reactants are: Cl[C:2]1[CH:7]=[C:6]([Cl:8])[N:5]=[C:4]([NH2:9])[N:3]=1.Cl.[CH3:11][C@@H:12]1[CH2:17][O:16][CH2:15][CH2:14][NH:13]1.C(N(CC)CC)C.